Dataset: Forward reaction prediction with 1.9M reactions from USPTO patents (1976-2016). Task: Predict the product of the given reaction. (1) Given the reactants [Cl:1][CH2:2][C:3]1[CH:8]=[CH:7][C:6]([C:9]2[CH:14]=[C:13]([O:15][CH3:16])[CH:12]=[CH:11][C:10]=2[F:17])=[C:5]([C@@H:18]2[CH2:22][CH2:21][CH2:20][C:19]2([CH3:24])[CH3:23])[CH:4]=1.ClC[C:27]1[CH:32]=[CH:31][C:30]([C:33]2[CH:38]=[C:37](OC)[CH:36]=[CH:35][C:34]=2F)=[C:29]([C@H]2CCCC2(C)C)[CH:28]=1.CC1(C)CCC[C@H]1C1C=C(CO)C=CC=1C1C=C(OC)C=CC=1F.CC1(C)CCC[C@@H]1C1C=C(CO)C=CC=1C1C=C(OC)C=CC=1F.C(Cl)Cl.S(Cl)(Cl)=O, predict the reaction product. The product is: [Cl:1][CH2:2][C:3]1[CH:8]=[CH:7][C:6]([C:9]2[CH:14]=[C:13]([O:15][CH3:16])[CH:12]=[CH:11][C:10]=2[F:17])=[C:5]([C@@H:18]2[CH2:22][CH2:21][CH2:20][C:19]2([CH3:24])[CH3:23])[CH:4]=1.[C:30]1([C:33]2[CH:34]=[CH:35][CH:36]=[CH:37][CH:38]=2)[CH:31]=[CH:32][CH:27]=[CH:28][CH:29]=1. (2) Given the reactants [F:1][C:2]1[CH:7]=[CH:6][CH:5]=[C:4]([OH:8])[C:3]=1[C:9]1[N:18]=[C:17]([N:19]2[CH2:24][CH2:23][CH2:22][C@@H:21]([CH2:25][NH:26][C:27](=[O:29])[O-:28])[CH2:20]2)[C:16]2[C:11](=[CH:12][C:13]([CH3:30])=[CH:14][CH:15]=2)[N:10]=1.[ClH:31].[CH3:32][CH2:33][O:34][CH2:35]C, predict the reaction product. The product is: [ClH:31].[CH3:35][O:34][CH2:33][CH2:32][N:26]([CH2:25][C@H:21]1[CH2:22][CH2:23][CH2:24][N:19]([C:17]2[C:16]3[C:11](=[CH:12][C:13]([CH3:30])=[CH:14][CH:15]=3)[N:10]=[C:9]([C:3]3[C:4]([OH:8])=[CH:5][CH:6]=[CH:7][C:2]=3[F:1])[N:18]=2)[CH2:20]1)[C:27](=[O:28])[OH:29]. (3) Given the reactants [C:1]1([S:7][CH3:8])[CH:6]=[CH:5][CH:4]=[CH:3][CH:2]=1.[Cl-].[Al+3].[Cl-].[Cl-].ClCCl.[Br:16]Br, predict the reaction product. The product is: [Br:16][C:4]1[CH:5]=[CH:6][C:1]([S:7][CH3:8])=[CH:2][CH:3]=1. (4) Given the reactants [CH2:1]([NH:8][C:9]1[C:14]([N+:15]([O-])=O)=[CH:13][N:12]=[C:11]([Cl:18])[CH:10]=1)[C:2]1[CH:7]=[CH:6][CH:5]=[CH:4][CH:3]=1.[Cl-].[NH4+].C(O)C, predict the reaction product. The product is: [CH2:1]([NH:8][C:9]1[CH:10]=[C:11]([Cl:18])[N:12]=[CH:13][C:14]=1[NH2:15])[C:2]1[CH:3]=[CH:4][CH:5]=[CH:6][CH:7]=1.